Dataset: Forward reaction prediction with 1.9M reactions from USPTO patents (1976-2016). Task: Predict the product of the given reaction. (1) Given the reactants [CH2:1]([C:3]1[CH:8]=[CH:7][C:6]([C:9](=[O:16])[CH2:10][C:11]2[NH:12][CH:13]=[CH:14][N:15]=2)=[CH:5][CH:4]=1)[CH3:2].[CH3:17][N:18]([CH:20](OC)OC)[CH3:19], predict the reaction product. The product is: [CH3:17][N:18]([CH3:20])/[CH:19]=[C:10](\[C:11]1[NH:12][CH:13]=[CH:14][N:15]=1)/[C:9]([C:6]1[CH:5]=[CH:4][C:3]([CH2:1][CH3:2])=[CH:8][CH:7]=1)=[O:16]. (2) The product is: [CH:1]([C:4]1[CH:5]=[C:6]([CH:20]=[CH:21][CH:22]=1)[CH2:7][N:8]1[CH:13]=[CH:12][CH:11]=[C:10]([C:14]([OH:16])=[O:15])[C:9]1=[O:19])([CH3:3])[CH3:2]. Given the reactants [CH:1]([C:4]1[CH:5]=[C:6]([CH:20]=[CH:21][CH:22]=1)[CH2:7][N:8]1[CH:13]=[CH:12][CH:11]=[C:10]([C:14]([O:16]CC)=[O:15])[C:9]1=[O:19])([CH3:3])[CH3:2], predict the reaction product. (3) Given the reactants Br[C:2]1[S:6][C:5]([CH2:7][S:8]([NH2:11])(=[O:10])=[O:9])=[N:4][CH:3]=1.[CH3:12][C:13]1[CH:14]=[C:15]([NH:28][C:29]2[N:34]=[C:33]([C:35]([F:38])([F:37])[F:36])[CH:32]=[CH:31][N:30]=2)[CH:16]=[C:17](B2OC(C)(C)C(C)(C)O2)[CH:18]=1.C(Cl)Cl.C([O-])([O-])=O.[Na+].[Na+], predict the reaction product. The product is: [CH3:12][C:13]1[CH:18]=[C:17]([C:2]2[S:6][C:5]([CH2:7][S:8]([NH2:11])(=[O:10])=[O:9])=[N:4][CH:3]=2)[CH:16]=[C:15]([NH:28][C:29]2[N:34]=[C:33]([C:35]([F:38])([F:36])[F:37])[CH:32]=[CH:31][N:30]=2)[CH:14]=1. (4) Given the reactants [F:1][C:2]1[CH:3]=[C:4]2[C:8](=[CH:9][CH:10]=1)[N:7]([CH3:11])[CH:6]=[C:5]2[CH2:12][NH:13][CH3:14].[NH2:15][C:16]1[N:21]=[CH:20][C:19](/[CH:22]=[CH:23]/[C:24]([OH:26])=O)=[CH:18][CH:17]=1.Cl.O=C1NC2N=CC(/C=C/C(O)=O)=CC=2CC1, predict the reaction product. The product is: [NH2:15][C:16]1[N:21]=[CH:20][C:19](/[CH:22]=[CH:23]/[C:24]([N:13]([CH2:12][C:5]2[C:4]3[C:8](=[CH:9][CH:10]=[C:2]([F:1])[CH:3]=3)[N:7]([CH3:11])[CH:6]=2)[CH3:14])=[O:26])=[CH:18][CH:17]=1. (5) Given the reactants [C:1]([O:5][C:6](=[O:24])[NH:7][C:8]1[C:13](Br)=[CH:12][N:11]2[CH:15]=[C:16]([C:18]3[CH:23]=[CH:22][CH:21]=[CH:20][CH:19]=3)[N:17]=[C:10]2[CH:9]=1)([CH3:4])([CH3:3])[CH3:2].[CH:25]1(B(O)O)[CH2:27][CH2:26]1.P([O-])([O-])([O-])=O.[K+].[K+].[K+].C1(P(C2CCCCC2)C2CCCCC2)CCCCC1, predict the reaction product. The product is: [C:1]([O:5][C:6](=[O:24])[NH:7][C:8]1[C:13]([CH:25]2[CH2:27][CH2:26]2)=[CH:12][N:11]2[CH:15]=[C:16]([C:18]3[CH:23]=[CH:22][CH:21]=[CH:20][CH:19]=3)[N:17]=[C:10]2[CH:9]=1)([CH3:4])([CH3:3])[CH3:2]. (6) Given the reactants C(N(CC)CC)C.[S:8]1[C:12]2[CH:13]=[CH:14][CH:15]=[CH:16][C:11]=2[N:10]=[C:9]1[C:17]([N:19]1[CH2:24][C:23]2([CH2:29][CH2:28][NH:27][CH2:26][CH2:25]2)[O:22][CH2:21][CH2:20]1)=[O:18].CS(O[CH2:35][CH2:36][O:37][C:38]1[CH:43]=[CH:42][C:41]([CH2:44][N:45]([C:60]([O:62][C:63]([CH3:66])([CH3:65])[CH3:64])=[O:61])[CH2:46][C@H:47]([OH:59])[C:48]2[C:56]3[S:55][C:54](=[O:57])[NH:53][C:52]=3[C:51]([OH:58])=[CH:50][CH:49]=2)=[CH:40][CH:39]=1)(=O)=O, predict the reaction product. The product is: [S:8]1[C:12]2[CH:13]=[CH:14][CH:15]=[CH:16][C:11]=2[N:10]=[C:9]1[C:17]([N:19]1[CH2:24][C:23]2([CH2:29][CH2:28][N:27]([CH2:35][CH2:36][O:37][C:38]3[CH:39]=[CH:40][C:41]([CH2:44][N:45]([CH2:46][C@H:47]([OH:59])[C:48]4[C:56]5[S:55][C:54](=[O:57])[NH:53][C:52]=5[C:51]([OH:58])=[CH:50][CH:49]=4)[C:60](=[O:61])[O:62][C:63]([CH3:65])([CH3:64])[CH3:66])=[CH:42][CH:43]=3)[CH2:26][CH2:25]2)[O:22][CH2:21][CH2:20]1)=[O:18]. (7) Given the reactants [Li]C(CC)C.C1CCCCC1.C(=O)=O.CC(C)=O.CN(CCN(C)C)C.[CH2:27]([NH:29][C:30](=[O:38])[C:31]1[CH:36]=[CH:35][CH:34]=[CH:33][C:32]=1[Cl:37])[CH3:28].[CH2:39]([Si:42]([CH3:45])([CH3:44])Cl)[CH:40]=[CH2:41], predict the reaction product. The product is: [Cl:37][C:32]1[CH:33]=[CH:34][CH:35]=[C:36]([Si:42]([CH3:45])([CH3:44])[CH2:39][CH:40]=[CH2:41])[C:31]=1[C:30]([NH:29][CH2:27][CH3:28])=[O:38]. (8) Given the reactants Cl[C:2]1[N:3]=[C:4]([N:24]2[CH2:29][CH2:28][O:27][CH2:26][CH2:25]2)[C:5]2[S:10][C:9]([CH2:11][N:12]3[CH2:17][CH2:16][CH:15]([N:18]([CH3:23])[S:19]([CH3:22])(=[O:21])=[O:20])[CH2:14][CH2:13]3)=[CH:8][C:6]=2[N:7]=1.C[N:31]([CH:36]1[CH2:41][CH2:40][NH:39][CH2:38][CH2:37]1)S(C)(=O)=O.[C:42](OC(N1CCC(NC)CC1)=O)(C)(C)[CH3:43].CS(Cl)(=O)=O, predict the reaction product. The product is: [NH:31]1[C:36]2[C:37](=[C:42]([C:2]3[N:3]=[C:4]([N:24]4[CH2:29][CH2:28][O:27][CH2:26][CH2:25]4)[C:5]4[S:10][C:9]([CH2:11][N:12]5[CH2:17][CH2:16][CH:15]([N:18]([CH3:23])[S:19]([CH3:22])(=[O:21])=[O:20])[CH2:14][CH2:13]5)=[CH:8][C:6]=4[N:7]=3)[CH:43]=[CH:40][CH:41]=2)[CH:38]=[N:39]1. (9) Given the reactants N#N.[NH:3]1[C:7]2[CH:8]=[CH:9][CH:10]=[CH:11][C:6]=2[N:5]=[C:4]1[C@H:12]([NH:22][C:23]([NH:25][CH:26]1[CH2:31][CH2:30][NH:29][CH2:28][CH2:27]1)=[O:24])[CH2:13][C:14]1[CH:19]=[CH:18][C:17]([O:20][CH3:21])=[CH:16][CH:15]=1.CCN(C(C)C)C(C)C.Cl[C:42]([O:44][CH3:45])=[O:43], predict the reaction product. The product is: [NH:3]1[C:7]2[CH:8]=[CH:9][CH:10]=[CH:11][C:6]=2[N:5]=[C:4]1[C@H:12]([NH:22][C:23](=[O:24])[NH:25][CH:26]1[CH2:27][CH2:28][N:29]([C:42]([O:44][CH3:45])=[O:43])[CH2:30][CH2:31]1)[CH2:13][C:14]1[CH:15]=[CH:16][C:17]([O:20][CH3:21])=[CH:18][CH:19]=1.